From a dataset of CYP2C19 inhibition data for predicting drug metabolism from PubChem BioAssay. Regression/Classification. Given a drug SMILES string, predict its absorption, distribution, metabolism, or excretion properties. Task type varies by dataset: regression for continuous measurements (e.g., permeability, clearance, half-life) or binary classification for categorical outcomes (e.g., BBB penetration, CYP inhibition). Dataset: cyp2c19_veith. The drug is Cn1c(=O)cc(OCCCC(=O)N2CCN(c3ccccc3)CC2)c2ccccc21. The result is 1 (inhibitor).